Dataset: hERG Central: cardiac toxicity at 1µM, 10µM, and general inhibition. Task: Predict hERG channel inhibition at various concentrations. The compound is Cc1ccc(Cn2cc(C(=O)NN)c(=O)c3ccc(F)cc32)cc1. Results: hERG_inhib (hERG inhibition (general)): blocker.